The task is: Predict the product of the given reaction.. This data is from Forward reaction prediction with 1.9M reactions from USPTO patents (1976-2016). (1) Given the reactants I[C:2]1[CH:17]=[CH:16][CH:15]=[CH:14][C:3]=1[C:4]([NH:6][CH2:7][CH2:8][N:9]([CH2:12][CH3:13])[CH2:10][CH3:11])=[O:5].[F:18][C:19]([F:29])([F:28])[O:20][C:21]1[CH:27]=[CH:26][C:24]([NH2:25])=[CH:23][CH:22]=1.N1CCC[C@H]1C(O)=O.C([O-])([O-])=O.[K+].[K+], predict the reaction product. The product is: [CH2:10]([N:9]([CH2:12][CH3:13])[CH2:8][CH2:7][NH:6][C:4](=[O:5])[C:3]1[CH:14]=[CH:15][CH:16]=[CH:17][C:2]=1[NH:25][C:24]1[CH:26]=[CH:27][C:21]([O:20][C:19]([F:18])([F:28])[F:29])=[CH:22][CH:23]=1)[CH3:11]. (2) The product is: [C:14]([C:12]1[CH:11]=[CH:10][C:9]([CH2:17][C:18]([O:20][CH2:21][CH3:22])=[O:19])=[C:8]([NH:7][C:5]([O:4][CH2:1][CH:2]=[CH2:3])=[O:6])[CH:13]=1)(=[O:16])[CH3:15]. Given the reactants [CH2:1]([O:4][C:5]([NH:7][C:8]1[CH:13]=[C:12]([CH:14]([OH:16])[CH3:15])[CH:11]=[CH:10][C:9]=1[CH2:17][C:18]([O:20][CH2:21][CH3:22])=[O:19])=[O:6])[CH:2]=[CH2:3].CC(C)=O.OS(O)(=O)=O.O=[Cr](=O)=O.C(=O)([O-])O.[Na+], predict the reaction product. (3) Given the reactants [C:9](O[C:9]([O:11][C:12]([CH3:15])([CH3:14])[CH3:13])=[O:10])([O:11][C:12]([CH3:15])([CH3:14])[CH3:13])=[O:10].[OH:16][C@@H:17]1[CH2:21][NH:20][C@H:19]([C:22]([OH:24])=[O:23])[CH2:18]1.[OH-].[Na+].[CH2:27](Br)[CH:28]=[CH2:29], predict the reaction product. The product is: [OH:16][C@@H:17]1[CH2:21][N:20]([C:9]([O:11][C:12]([CH3:13])([CH3:14])[CH3:15])=[O:10])[C@H:19]([C:22]([O:24][CH2:29][CH:28]=[CH2:27])=[O:23])[CH2:18]1. (4) Given the reactants C1(N[C:8]2[C:9]3[S:33][CH2:32][CH2:31][C:10]=3[N:11]=[C:12]([N:14]3[CH2:19][CH2:18][N:17](C4C=CC(C(OCC)=O)=CC=4)[CH2:16][CH2:15]3)[N:13]=2)CCCCC1.[C:34]1([N:40]=C=O)C=CC=[CH:36][CH:35]=1, predict the reaction product. The product is: [N:14]1([C:12]2[N:13]=[C:8]([CH2:36][CH2:35][CH2:34][NH2:40])[C:9]3[S:33][CH2:32][CH2:31][C:10]=3[N:11]=2)[CH2:15][CH2:16][NH:17][CH2:18][CH2:19]1. (5) Given the reactants [CH3:1][O:2][C:3]1[CH:4]=[C:5]([CH:9]2[CH2:12][C:11]3([CH2:17][CH2:16][N:15]([C:18](OC(C)(C)C)=[O:19])[CH2:14][CH2:13]3)[CH2:10]2)[CH:6]=[CH:7][CH:8]=1.Cl.O1CCOCC1.C1(OC(=O)[NH:40][C:41]2[O:45][N:44]=[C:43]([CH3:46])[C:42]=2[CH3:47])C=CC=CC=1.CCN(C(C)C)C(C)C, predict the reaction product. The product is: [CH3:46][C:43]1[C:42]([CH3:47])=[C:41]([NH:40][C:18]([N:15]2[CH2:14][CH2:13][C:11]3([CH2:10][CH:9]([C:5]4[CH:6]=[CH:7][CH:8]=[C:3]([O:2][CH3:1])[CH:4]=4)[CH2:12]3)[CH2:17][CH2:16]2)=[O:19])[O:45][N:44]=1. (6) Given the reactants I[C:2]1[N:11]=[CH:10][C:9]2[CH2:8][CH2:7][C:6]3[C:12]([C:16]([NH2:18])=[O:17])=[N:13][N:14]([CH3:15])[C:5]=3[C:4]=2[N:3]=1.[CH3:19][N:20]1[CH2:25][CH2:24][CH:23]([NH2:26])[CH2:22][CH2:21]1, predict the reaction product. The product is: [CH3:15][N:14]1[C:5]2[C:4]3[N:3]=[C:2]([NH:26][CH:23]4[CH2:24][CH2:25][N:20]([CH3:19])[CH2:21][CH2:22]4)[N:11]=[CH:10][C:9]=3[CH2:8][CH2:7][C:6]=2[C:12]([C:16]([NH2:18])=[O:17])=[N:13]1. (7) Given the reactants C(NC(C)C)(C)C.[Li]CCCC.[F:13][C:14]1[CH:19]=[CH:18][CH:17]=[C:16]([F:20])[N:15]=1.[Li+].CC([N-]C(C)C)C.[CH:29](=[O:36])[C:30]1[CH:35]=[CH:34][N:33]=[CH:32][CH:31]=1.C(O)(=O)C, predict the reaction product. The product is: [F:13][C:14]1[C:19]([CH:29]([C:30]2[CH:35]=[CH:34][N:33]=[CH:32][CH:31]=2)[OH:36])=[CH:18][CH:17]=[C:16]([F:20])[N:15]=1. (8) The product is: [C:6]([C:7]1[CH:25]=[CH:24][C:10]([N:11]([CH2:18][CH2:19][CH2:20][CH2:21][CH2:22][CH3:23])[CH2:12][CH2:13][CH2:14][CH2:15][CH2:16][CH3:17])=[CH:9][CH:8]=1)#[CH:5]. Given the reactants C[Si]([C:5]#[C:6][C:7]1[CH:25]=[CH:24][C:10]([N:11]([CH2:18][CH2:19][CH2:20][CH2:21][CH2:22][CH3:23])[CH2:12][CH2:13][CH2:14][CH2:15][CH2:16][CH3:17])=[CH:9][CH:8]=1)(C)C.C([O-])([O-])=O.[K+].[K+].C1COCC1, predict the reaction product. (9) Given the reactants I[CH:2]([CH3:4])[CH3:3].C(=O)([O-])[O-].[K+].[K+].[I:11][C:12]1[CH:17]=[C:16]([O:18][CH3:19])[N:15]=[CH:14][C:13]=1[OH:20], predict the reaction product. The product is: [I:11][C:12]1[C:13]([O:20][CH:2]([CH3:4])[CH3:3])=[CH:14][N:15]=[C:16]([O:18][CH3:19])[CH:17]=1.